The task is: Predict the reactants needed to synthesize the given product.. This data is from Full USPTO retrosynthesis dataset with 1.9M reactions from patents (1976-2016). (1) Given the product [CH3:13][NH:12][C:9]1[C:10]2[N:11]=[CH:2][N:3]=[C:4]([NH:18][CH3:19])[C:5]=2[N:6]=[C:7]([NH:14][CH2:15][CH2:16][CH3:17])[N:8]=1, predict the reactants needed to synthesize it. The reactants are: Cl[C:2]1[N:3]=[C:4]([NH:18][CH3:19])[C:5]2[N:6]=[C:7]([NH:14][CH2:15][CH2:16][CH3:17])[N:8]=[C:9]([NH:12][CH3:13])[C:10]=2[N:11]=1.C(N(CC)CC)C. (2) Given the product [F:27][CH2:26][CH:25]([N:21]1[C:22]2[C:18](=[CH:17][C:16]([N:12]3[CH2:11][C@H:10]([CH2:9][NH:8][C:1](=[O:3])[CH3:2])[O:14][C:13]3=[O:15])=[CH:24][CH:23]=2)[CH2:19][C:20]1=[O:29])[CH3:28], predict the reactants needed to synthesize it. The reactants are: [C:1](OC(=O)C)(=[O:3])[CH3:2].[NH2:8][CH2:9][CH:10]1[O:14][C:13](=[O:15])[N:12]([C:16]2[CH:17]=[C:18]3[C:22](=[CH:23][CH:24]=2)[N:21]([CH:25]([CH3:28])[CH2:26][F:27])[C:20](=[O:29])[CH2:19]3)[CH2:11]1.C(N(CC)C(C)C)(C)C.